From a dataset of Catalyst prediction with 721,799 reactions and 888 catalyst types from USPTO. Predict which catalyst facilitates the given reaction. Reactant: Cl.[NH2:2][CH2:3][C:4]1[CH:13]=[CH:12][C:7]([C:8]([O:10]C)=[O:9])=[CH:6][CH:5]=1.[CH3:14][S:15](Cl)(=[O:17])=[O:16].C(N(C(C)C)CC)(C)C.[OH-].[Na+]. Product: [CH3:14][S:15]([NH:2][CH2:3][C:4]1[CH:13]=[CH:12][C:7]([C:8]([OH:10])=[O:9])=[CH:6][CH:5]=1)(=[O:17])=[O:16]. The catalyst class is: 34.